This data is from Reaction yield outcomes from USPTO patents with 853,638 reactions. The task is: Predict the reaction yield, written as a fraction of the theoretical maximum amount of product (1.0 means a 100% yield; for example, 0.34 means a 34% yield). The reactants are [C:1]([C:3]1[CH:13]=[CH:12][C:6]([C:7]([O:9][CH2:10][CH3:11])=[O:8])=[CH:5][C:4]=1[NH:14][CH:15]1[CH2:19][CH2:18][CH2:17][CH2:16]1)#[N:2].C(=O)([O-])[O-:21].[K+].[K+].OO.O. The product is [NH2:2][C:1]([C:3]1[CH:13]=[CH:12][C:6]([C:7]([O:9][CH2:10][CH3:11])=[O:8])=[CH:5][C:4]=1[NH:14][CH:15]1[CH2:19][CH2:18][CH2:17][CH2:16]1)=[O:21]. The catalyst is CS(C)=O. The yield is 0.860.